From a dataset of Forward reaction prediction with 1.9M reactions from USPTO patents (1976-2016). Predict the product of the given reaction. (1) Given the reactants [Br:1][C:2]1[CH:3]=[C:4]2[N:10]=[C:9]([NH:11]C(=O)C3C=CC=CC=3)[S:8][C:5]2=[N:6][CH:7]=1.[OH-].[Na+], predict the reaction product. The product is: [Br:1][C:2]1[CH:3]=[C:4]2[N:10]=[C:9]([NH2:11])[S:8][C:5]2=[N:6][CH:7]=1. (2) The product is: [F:12][C:10]1[CH:9]=[C:8]2[C:3]([C:4](=[O:27])[NH:5][C:6]([C:13]3[CH:14]=[CH:15][C:16]4[O:20][C:19]([CH2:21][O:22][CH2:23][O:24][CH3:25])=[CH:18][C:17]=4[CH:26]=3)=[N:7]2)=[C:2]([O:34][CH3:32])[CH:11]=1. Given the reactants F[C:2]1[CH:11]=[C:10]([F:12])[CH:9]=[C:8]2[C:3]=1[C:4](=[O:27])[NH:5][C:6]([C:13]1[CH:14]=[CH:15][C:16]3[O:20][C:19]([CH2:21][O:22][CH2:23][O:24][CH3:25])=[CH:18][C:17]=3[CH:26]=1)=[N:7]2.C[O-].[Na+].O.[C:32](O)(=[O:34])C, predict the reaction product.